This data is from Forward reaction prediction with 1.9M reactions from USPTO patents (1976-2016). The task is: Predict the product of the given reaction. (1) Given the reactants O=C1C2C(=CC=CC=2)C(=O)[N:3]1[CH2:12][CH2:13][N:14]1[CH:18]=[CH:17][C:16]([C:19]([O:21][C:22]([CH3:25])([CH3:24])[CH3:23])=[O:20])=[CH:15]1.O.NN, predict the reaction product. The product is: [NH2:3][CH2:12][CH2:13][N:14]1[CH:18]=[CH:17][C:16]([C:19]([O:21][C:22]([CH3:25])([CH3:24])[CH3:23])=[O:20])=[CH:15]1. (2) Given the reactants [F:1][C:2]([F:23])([F:22])[C:3]1[CH:4]=[C:5]([NH:9][CH2:10][CH2:11][C:12]2[CH:17]=[CH:16][C:15]([C:18]([F:21])([F:20])[F:19])=[CH:14][CH:13]=2)[CH:6]=[CH:7][CH:8]=1.C(OC([NH:31][CH:32]([C:36]1[CH:41]=[CH:40][CH:39]=[CH:38][CH:37]=1)[C:33](O)=[O:34])=O)(C)(C)C, predict the reaction product. The product is: [NH2:31][CH:32]([C:36]1[CH:41]=[CH:40][CH:39]=[CH:38][CH:37]=1)[C:33]([N:9]([C:5]1[CH:6]=[CH:7][CH:8]=[C:3]([C:2]([F:22])([F:23])[F:1])[CH:4]=1)[CH2:10][CH2:11][C:12]1[CH:17]=[CH:16][C:15]([C:18]([F:21])([F:20])[F:19])=[CH:14][CH:13]=1)=[O:34]. (3) Given the reactants [OH:1][C:2]1[CH:7]=[CH:6][C:5]([C:8]2[NH:9][C:10](=[O:20])[C:11]3[CH:12]=[CH:13][CH:14]=[C:15]([C:18]#[N:19])[C:16]=3[CH:17]=2)=[CH:4][CH:3]=1.C1C=CC(N([S:28]([C:31]([F:34])([F:33])[F:32])(=[O:30])=[O:29])[S:28]([C:31]([F:34])([F:33])[F:32])(=[O:30])=[O:29])=CC=1.CCN(CC)CC.CN(C=O)C, predict the reaction product. The product is: [C:18]([C:15]1[CH:14]=[CH:13][CH:12]=[C:11]2[C:16]=1[CH:17]=[C:8]([C:5]1[CH:4]=[CH:3][C:2]([O:1][S:28]([C:31]([F:34])([F:33])[F:32])(=[O:30])=[O:29])=[CH:7][CH:6]=1)[NH:9][C:10]2=[O:20])#[N:19]. (4) The product is: [CH:15]([O:13][CH2:12][CH2:11][CH2:10][CH2:9][O:8][CH2:1][C:2]1[CH:7]=[CH:6][CH:5]=[CH:4][CH:3]=1)=[CH2:16]. Given the reactants [CH2:1]([O:8][CH2:9][CH2:10][CH2:11][CH2:12][OH:13])[C:2]1[CH:7]=[CH:6][CH:5]=[CH:4][CH:3]=1.N1C2C(=CC=C3C=2N=CC=C3)C=[CH:16][CH:15]=1.C(OCC)=C, predict the reaction product. (5) Given the reactants [CH2:1]([C:3]1([CH2:7][O:8][CH2:9][CH2:10][CH2:11][CH2:12][CH2:13][CH2:14][C:15]2[S:16][CH:17]=[CH:18][CH:19]=2)[CH2:6][O:5][CH2:4]1)[CH3:2].C([Li])CCC.[BH:25]([OH:27])[OH:26].O[C:29]([C:32](O)([CH3:34])[CH3:33])([CH3:31])[CH3:30], predict the reaction product. The product is: [CH2:1]([C:3]1([CH2:7][O:8][CH2:9][CH2:10][CH2:11][CH2:12][CH2:13][CH2:14][C:15]2[S:16][C:17]([B:25]3[O:27][C:32]([CH3:34])([CH3:33])[C:29]([CH3:31])([CH3:30])[O:26]3)=[CH:18][CH:19]=2)[CH2:4][O:5][CH2:6]1)[CH3:2]. (6) The product is: [CH3:9][C@@H:6]1[CH2:5][N:4]([C:10]([O:12][C:13]([CH3:15])([CH3:14])[CH3:16])=[O:11])[C@H:3]([CH2:2][NH:1][C:24]2[CH:29]=[C:28]([C:30]([F:33])([F:32])[F:31])[CH:27]=[CH:26][N:25]=2)[CH2:8][CH2:7]1. Given the reactants [NH2:1][CH2:2][C@@H:3]1[CH2:8][CH2:7][C@H:6]([CH3:9])[CH2:5][N:4]1[C:10]([O:12][C:13]([CH3:16])([CH3:15])[CH3:14])=[O:11].C(=O)([O-])[O-].[K+].[K+].F[C:24]1[CH:29]=[C:28]([C:30]([F:33])([F:32])[F:31])[CH:27]=[CH:26][N:25]=1, predict the reaction product. (7) Given the reactants [NH2:1][C:2]([CH3:21])([CH3:20])[CH2:3][C:4]1[CH:19]=[CH:18][C:7]([O:8][C:9]2[CH:17]=[CH:16][C:12]([C:13]([NH2:15])=[O:14])=[CH:11][N:10]=2)=[CH:6][CH:5]=1.[CH2:22](Br)[C:23]1[CH:28]=[CH:27][CH:26]=[CH:25][CH:24]=1, predict the reaction product. The product is: [CH2:22]([NH:1][C:2]([CH3:21])([CH3:20])[CH2:3][C:4]1[CH:5]=[CH:6][C:7]([O:8][C:9]2[CH:17]=[CH:16][C:12]([C:13]([NH2:15])=[O:14])=[CH:11][N:10]=2)=[CH:18][CH:19]=1)[C:23]1[CH:28]=[CH:27][CH:26]=[CH:25][CH:24]=1. (8) The product is: [CH2:56]([O:58][P:59]([CH2:64][S:65][CH2:66][C:16]([N:18]1[CH2:23][CH2:22][CH2:21][CH2:20][CH:19]1[C:24]([OH:26])=[O:25])=[O:17])([O:61][CH2:62][CH3:63])=[O:60])[CH3:57]. Given the reactants C1C2C(CO[C:16]([N:18]3[CH2:23][CH2:22][CH2:21][CH2:20][CH:19]3[C:24]([OH:26])=[O:25])=[O:17])C3C(=CC=CC=3)C=2C=CC=1.C(Cl)(C1C=CC=CC=1)(C1C=CC=CC=1)C1C=CC=CC=1.CCN(C(C)C)C(C)C.[CH2:56]([O:58][P:59]([CH2:64][S:65][CH2:66]C(O)=O)([O:61][CH2:62][CH3:63])=[O:60])[CH3:57], predict the reaction product.